From a dataset of Full USPTO retrosynthesis dataset with 1.9M reactions from patents (1976-2016). Predict the reactants needed to synthesize the given product. (1) Given the product [Br:19][C:14]1[S:15][C:16]2[CH:17]([CH3:18])[CH:10]3[CH2:9][NH:8][CH2:20][CH:11]3[C:12]=2[CH:13]=1, predict the reactants needed to synthesize it. The reactants are: C(OC([N:8]1[CH2:20][CH:11]2[C:12]3[CH:13]=[C:14]([Br:19])[S:15][C:16]=3[CH:17]([CH3:18])[CH:10]2[CH2:9]1)=O)(C)(C)C. (2) Given the product [C:1]([C:5]1[CH:10]=[C:9]([NH:11][S:12]([CH3:15])(=[O:14])=[O:13])[C:8]([O:16][CH3:17])=[C:7]([NH:18][C:19](=[O:20])[NH:21][C:22]2[C:31]3[C:26](=[CH:27][CH:28]=[CH:29][CH:30]=3)[C:25]([O:32][C:33]3[CH:38]=[CH:37][N:36]=[C:35]([NH:64][C:62]4[CH:61]=[C:44]([CH:43]=[C:42]([O:41][CH3:40])[CH:63]=4)[O:45][CH2:46][CH2:47][O:48][CH2:49][CH2:50][O:51][CH2:52][CH2:53][C:54]([O:56][C:57]([CH3:60])([CH3:58])[CH3:59])=[O:55])[N:34]=3)=[CH:24][CH:23]=2)[CH:6]=1)([CH3:4])([CH3:3])[CH3:2], predict the reactants needed to synthesize it. The reactants are: [C:1]([C:5]1[CH:6]=[C:7]([NH:18][C:19]([NH:21][C:22]2[C:31]3[C:26](=[CH:27][CH:28]=[CH:29][CH:30]=3)[C:25]([O:32][C:33]3[CH:38]=[CH:37][N:36]=[C:35](Cl)[N:34]=3)=[CH:24][CH:23]=2)=[O:20])[C:8]([O:16][CH3:17])=[C:9]([NH:11][S:12]([CH3:15])(=[O:14])=[O:13])[CH:10]=1)([CH3:4])([CH3:3])[CH3:2].[CH3:40][O:41][C:42]1[CH:43]=[C:44]([CH:61]=[C:62]([N+:64]([O-])=O)[CH:63]=1)[O:45][CH2:46][CH2:47][O:48][CH2:49][CH2:50][O:51][CH2:52][CH2:53][C:54]([O:56][C:57]([CH3:60])([CH3:59])[CH3:58])=[O:55]. (3) The reactants are: [Cl:1][C:2]1[CH:10]=[CH:9][CH:8]=[C:7]2[C:3]=1[CH2:4][C:5](=[O:15])[N:6]2[CH2:11][C:12]([NH2:14])=[O:13].C1C(=O)N([Cl:23])C(=O)C1.O. Given the product [Cl:1][C:2]1[C:10]([Cl:23])=[CH:9][CH:8]=[C:7]2[C:3]=1[CH2:4][C:5](=[O:15])[N:6]2[CH2:11][C:12]([NH2:14])=[O:13], predict the reactants needed to synthesize it. (4) Given the product [NH2:10][C:8]1[CH:7]=[C:6]([S:13]([CH2:16][CH2:17][CH2:18][CH2:19][NH:20][C:21]2[C:26]([I:27])=[CH:25][N:24]=[C:23]([Cl:28])[N:22]=2)(=[NH:15])=[O:14])[CH:5]=[C:4]([N+:1]([O-:3])=[O:2])[CH:9]=1, predict the reactants needed to synthesize it. The reactants are: [N+:1]([C:4]1[CH:5]=[C:6]([S:13]([CH2:16][CH2:17][CH2:18][CH2:19][NH:20][C:21]2[C:26]([I:27])=[CH:25][N:24]=[C:23]([Cl:28])[N:22]=2)(=[NH:15])=[O:14])[CH:7]=[C:8]([N+:10]([O-])=O)[CH:9]=1)([O-:3])=[O:2].Cl.[OH-].[Na+].CO. (5) Given the product [Br:1][CH2:2][C:3]1[CH:4]=[C:5]([CH:8]=[CH:9][CH:10]=1)[CH2:6][NH:19][C:18]([CH3:21])([C:17]([O:16][CH:11]1[CH2:15][CH2:14][CH2:13][CH2:12]1)=[O:22])[CH3:20], predict the reactants needed to synthesize it. The reactants are: [Br:1][CH2:2][C:3]1[CH:4]=[C:5]([CH:8]=[CH:9][CH:10]=1)[CH:6]=O.[CH:11]1([O:16][C:17](=[O:22])[C:18]([CH3:21])([CH3:20])[NH2:19])[CH2:15][CH2:14][CH2:13][CH2:12]1.C(O[BH-](OC(=O)C)OC(=O)C)(=O)C.[Na+].C(OCC)(=O)C. (6) The reactants are: C([Li])CCC.[S:6]1[CH:10]=[CH:9][N:8]=[CH:7]1.[CH3:11][C:12]([S:15]([N:17]=[C:18]1[CH2:21][O:20][CH2:19]1)=[O:16])([CH3:14])[CH3:13]. Given the product [S:6]1[CH:10]=[CH:9][N:8]=[C:7]1[C:18]1([NH:17][S:15]([C:12]([CH3:14])([CH3:13])[CH3:11])=[O:16])[CH2:21][O:20][CH2:19]1, predict the reactants needed to synthesize it.